Dataset: Reaction yield outcomes from USPTO patents with 853,638 reactions. Task: Predict the reaction yield, written as a fraction of the theoretical maximum amount of product (1.0 means a 100% yield; for example, 0.34 means a 34% yield). (1) The reactants are Cl.C(O[C:5]([C:7]1[CH:8]=[C:9]2[C:13](=[CH:14][CH:15]=1)[NH:12][N:11]=[C:10]2[C:16]1[CH:25]=[CH:24][C:23]2[C:18](=[CH:19][CH:20]=[C:21]([O:26][CH2:27][CH2:28][N:29]3[CH2:34][CH2:33][CH2:32][CH2:31][CH2:30]3)[CH:22]=2)[CH:17]=1)=[NH:6])C.[N:35]1([CH2:41][C:42]([NH:44][NH2:45])=O)[CH2:40][CH2:39][O:38][CH2:37][CH2:36]1.C(N(CC)CC)C. The catalyst is CO. The product is [N:35]1([CH2:41][C:42]2[NH:44][N:45]=[C:5]([C:7]3[CH:8]=[C:9]4[C:13](=[CH:14][CH:15]=3)[NH:12][N:11]=[C:10]4[C:16]3[CH:25]=[CH:24][C:23]4[C:18](=[CH:19][CH:20]=[C:21]([O:26][CH2:27][CH2:28][N:29]5[CH2:30][CH2:31][CH2:32][CH2:33][CH2:34]5)[CH:22]=4)[CH:17]=3)[N:6]=2)[CH2:40][CH2:39][O:38][CH2:37][CH2:36]1. The yield is 0.170. (2) The reactants are C(OC(=O)[N:7]([C:14]1[N:19]=[CH:18][C:17]([CH2:20][N:21]2[C:25]3=[N:26][C:27]([CH3:31])=[CH:28][C:29]([CH3:30])=[C:24]3[N:23]=[C:22]2[CH2:32][CH3:33])=[CH:16][N:15]=1)[C:8]1[CH:13]=[CH:12][CH:11]=[CH:10][CH:9]=1)(C)(C)C.O1CCOCC1.[ClH:41]. The catalyst is CO. The product is [ClH:41].[CH2:32]([C:22]1[N:21]([CH2:20][C:17]2[CH:18]=[N:19][C:14]([NH:7][C:8]3[CH:13]=[CH:12][CH:11]=[CH:10][CH:9]=3)=[N:15][CH:16]=2)[C:25]2=[N:26][C:27]([CH3:31])=[CH:28][C:29]([CH3:30])=[C:24]2[N:23]=1)[CH3:33]. The yield is 0.960. (3) The reactants are [Br:1][C:2]1[CH:3]=[C:4]([NH:13][CH:14]2[CH2:19][CH2:18][S:17][CH2:16][CH2:15]2)[C:5]([CH3:12])=[C:6]([CH:11]=1)[C:7]([O:9][CH3:10])=[O:8].[CH:20](=O)[CH3:21].C(O)(=O)C.C(O[BH-](OC(=O)C)OC(=O)C)(=O)C.[Na+].C([O-])(O)=O.[Na+]. The catalyst is ClC(Cl)C. The product is [Br:1][C:2]1[CH:3]=[C:4]([N:13]([CH2:20][CH3:21])[CH:14]2[CH2:19][CH2:18][S:17][CH2:16][CH2:15]2)[C:5]([CH3:12])=[C:6]([CH:11]=1)[C:7]([O:9][CH3:10])=[O:8]. The yield is 0.740. (4) The reactants are Br[C:2]1[CH:7]=[CH:6][C:5]([C:8]2[NH:9][CH:10]=[CH:11][N:12]=2)=[CH:4][CH:3]=1.[B:13]1([B:13]2[O:17][C:16]([CH3:19])([CH3:18])[C:15]([CH3:21])([CH3:20])[O:14]2)[O:17][C:16]([CH3:19])([CH3:18])[C:15]([CH3:21])([CH3:20])[O:14]1.CC([O-])=O.[K+].CCOC(C)=O. The catalyst is CS(C)=O.C1C=CC(P(C2C=CC=CC=2)[C-]2C=CC=C2)=CC=1.C1C=CC(P(C2C=CC=CC=2)[C-]2C=CC=C2)=CC=1.Cl[Pd]Cl.[Fe+2].C(Cl)Cl. The product is [CH3:20][C:15]1([CH3:21])[C:16]([CH3:19])([CH3:18])[O:17][B:13]([C:2]2[CH:7]=[CH:6][C:5]([C:8]3[NH:9][CH:10]=[CH:11][N:12]=3)=[CH:4][CH:3]=2)[O:14]1. The yield is 0.360. (5) The reactants are [CH3:1][O:2][C:3]([C:5]1[C:6]([NH:14][C:15]([O:17][CH:18]([CH3:20])[CH3:19])=[O:16])=[C:7]2[C:11](=[CH:12][CH:13]=1)[CH2:10][CH2:9][CH2:8]2)=[O:4].[H-].[Na+].Br[CH2:24][CH2:25][CH2:26][C:27]([O:29][CH2:30][CH3:31])=[O:28]. The catalyst is CN(C=O)C.C(OCC)(=O)C. The product is [CH3:1][O:2][C:3]([C:5]1[C:6]([N:14]([CH2:24][CH2:25][CH2:26][C:27]([O:29][CH2:30][CH3:31])=[O:28])[C:15]([O:17][CH:18]([CH3:20])[CH3:19])=[O:16])=[C:7]2[C:11](=[CH:12][CH:13]=1)[CH2:10][CH2:9][CH2:8]2)=[O:4]. The yield is 0.810.